Task: Predict the reaction yield, written as a fraction of the theoretical maximum amount of product (1.0 means a 100% yield; for example, 0.34 means a 34% yield).. Dataset: Reaction yield outcomes from USPTO patents with 853,638 reactions (1) The reactants are C(O)(C(F)(F)F)=O.[C:8]([C:10]1([C:23]2[CH:28]=[CH:27][CH:26]=[C:25]([C:29]3[CH:30]=[N:31][N:32]([CH3:34])[CH:33]=3)[CH:24]=2)[CH2:15][CH2:14][N:13](C(OC(C)(C)C)=O)[CH2:12][CH2:11]1)#[N:9]. The catalyst is C(Cl)Cl. The product is [CH3:34][N:32]1[CH:33]=[C:29]([C:25]2[CH:24]=[C:23]([C:10]3([C:8]#[N:9])[CH2:15][CH2:14][NH:13][CH2:12][CH2:11]3)[CH:28]=[CH:27][CH:26]=2)[CH:30]=[N:31]1. The yield is 0.970. (2) The reactants are [Br:1][C:2]1[C:11]([OH:12])=[CH:10][CH:9]=[C:8]2[C:3]=1[CH:4]=[CH:5][C:6]([CH2:13][N:14]([CH3:30])[C:15]([C:17]1[C:21]3[CH:22]=[CH:23][CH:24]=[CH:25][C:20]=3[O:19][C:18]=1[CH2:26][CH2:27][CH2:28][CH3:29])=[O:16])=[CH:7]2.Br[CH2:32][C:33]#[N:34].C(=O)([O-])[O-].[K+].[K+]. The catalyst is CN(C=O)C.C(OCC)(=O)C. The product is [Br:1][C:2]1[C:11]([O:12][CH2:32][C:33]#[N:34])=[CH:10][CH:9]=[C:8]2[C:3]=1[CH:4]=[CH:5][C:6]([CH2:13][N:14]([CH3:30])[C:15]([C:17]1[C:21]3[CH:22]=[CH:23][CH:24]=[CH:25][C:20]=3[O:19][C:18]=1[CH2:26][CH2:27][CH2:28][CH3:29])=[O:16])=[CH:7]2. The yield is 0.790. (3) The reactants are C([O:4][C@@H:5]1[C@@H:10]([O:11]C(=O)C)[C@H:9]([O:15]C(=O)C)[C@@H:8]([C:19]([O:21]C)=[O:20])[O:7][C@H:6]1[O:23][C:24]1[CH:32]=[C:31]2[C:27]([C@H:28]([CH2:71][Cl:72])[CH2:29][N:30]2[C:33](=[O:70])[CH2:34][CH2:35][CH2:36][C:37]([N:39]2[C:47]3[C:42](=[C:43]4[C:66]([CH3:67])=[CH:65][S:64][C:44]4=[C:45]([O:48][C:49](=[O:63])[N:50]([CH2:52][CH2:53][N:54]([C:56]([O:58][C:59]([CH3:62])([CH3:61])[CH3:60])=[O:57])[CH3:55])[CH3:51])[CH:46]=3)[C@H:41]([CH2:68][Cl:69])[CH2:40]2)=[O:38])=[C:26]2[C:73]([CH3:76])=[CH:74][S:75][C:25]=12)(=O)C.O[Li].O.C(O)(=O)C. The catalyst is C1COCC1.CO.O. The product is [C:59]([O:58][C:56]([N:54]([CH3:55])[CH2:53][CH2:52][N:50]([CH3:51])[C:49]([O:48][C:45]1[CH:46]=[C:47]2[C:42]([C@H:41]([CH2:68][Cl:69])[CH2:40][N:39]2[C:37](=[O:38])[CH2:36][CH2:35][CH2:34][C:33]([N:30]2[C:31]3[C:27](=[C:26]4[C:73]([CH3:76])=[CH:74][S:75][C:25]4=[C:24]([O:23][C@@H:6]4[O:7][C@H:8]([C:19]([OH:21])=[O:20])[C@@H:9]([OH:15])[C@H:10]([OH:11])[C@H:5]4[OH:4])[CH:32]=3)[C@H:28]([CH2:71][Cl:72])[CH2:29]2)=[O:70])=[C:43]2[C:66]([CH3:67])=[CH:65][S:64][C:44]=12)=[O:63])=[O:57])([CH3:62])([CH3:61])[CH3:60]. The yield is 0.900.